Dataset: Full USPTO retrosynthesis dataset with 1.9M reactions from patents (1976-2016). Task: Predict the reactants needed to synthesize the given product. (1) The reactants are: P(Cl)(Cl)(Cl)=O.[F:6][C:7]1[CH:12]=[CH:11][C:10]([N:13]2[CH:17]=[CH:16][CH:15]=[CH:14]2)=[CH:9][CH:8]=1.[C:18](=O)([O-])[O-:19].[K+].[K+]. Given the product [F:6][C:7]1[CH:8]=[CH:9][C:10]([N:13]2[CH:17]=[CH:16][CH:15]=[C:14]2[CH:18]=[O:19])=[CH:11][CH:12]=1, predict the reactants needed to synthesize it. (2) Given the product [Cl:1][C:2]1[CH:7]=[CH:6][C:5]([C:26]2[C:31]([N+:32]([O-:34])=[O:33])=[CH:30][CH:29]=[CH:28][N:27]=2)=[CH:4][C:3]=1[C:11]([NH:13][CH2:14][C:15]12[CH2:24][CH:19]3[CH2:20][CH:21]([CH2:23][CH:17]([CH2:18]3)[CH2:16]1)[CH2:22]2)=[O:12], predict the reactants needed to synthesize it. The reactants are: [Cl:1][C:2]1[CH:7]=[CH:6][C:5](B(O)O)=[CH:4][C:3]=1[C:11]([NH:13][CH2:14][C:15]12[CH2:24][CH:19]3[CH2:20][CH:21]([CH2:23][CH:17]([CH2:18]3)[CH2:16]1)[CH2:22]2)=[O:12].Cl[C:26]1[C:31]([N+:32]([O-:34])=[O:33])=[CH:30][CH:29]=[CH:28][N:27]=1.C(=O)([O-])[O-].[K+].[K+].O1CCCC1. (3) Given the product [Br:8][C:4]1[CH:5]=[CH:6][CH:7]=[C:2]([CH:9]2[CH2:11][CH2:10]2)[N:3]=1, predict the reactants needed to synthesize it. The reactants are: Br[C:2]1[CH:7]=[CH:6][CH:5]=[C:4]([Br:8])[N:3]=1.[CH:9]1(B(O)O)[CH2:11][CH2:10]1.N#N. (4) Given the product [NH2:33][C@H:9]([CH2:8][C:5]1[CH:4]=[CH:3][C:2]([Cl:1])=[CH:7][CH:6]=1)[C:10]([N:11]1[CH2:16][CH2:15][N:14]([C:17]2[C:22]([C:23]3[CH:24]=[CH:25][CH:26]=[CH:27][CH:28]=3)=[CH:21][N:20]=[C:19]3[NH:29][CH:30]=[CH:31][C:18]=23)[CH2:13][CH2:12]1)=[O:32], predict the reactants needed to synthesize it. The reactants are: [Cl:1][C:2]1[CH:7]=[CH:6][C:5]([CH2:8][C@@H:9]([NH:33]C(=O)OC(C)(C)C)[C:10](=[O:32])[N:11]2[CH2:16][CH2:15][N:14]([C:17]3[C:22]([C:23]4[CH:28]=[CH:27][CH:26]=[CH:25][CH:24]=4)=[CH:21][N:20]=[C:19]4[NH:29][CH:30]=[CH:31][C:18]=34)[CH2:13][CH2:12]2)=[CH:4][CH:3]=1.C(O)(C(F)(F)F)=O.C1(N)C(F)=C(F)C(F)=C(N)C=1F.Cl.Cl. (5) Given the product [ClH:23].[ClH:25].[N:1]1[CH:6]=[CH:5][C:4]([O:7][C@H:8]2[CH2:9][CH2:10][C@H:11]([NH2:14])[CH2:12][CH2:13]2)=[CH:3][CH:2]=1, predict the reactants needed to synthesize it. The reactants are: [N:1]1[CH:6]=[CH:5][C:4]([O:7][C@H:8]2[CH2:13][CH2:12][C@H:11]([NH:14]C(=O)OC(C)(C)C)[CH2:10][CH2:9]2)=[CH:3][CH:2]=1.C(Cl)[Cl:23].[ClH:25]. (6) Given the product [CH3:29][S:26]([C:18]1[CH:17]=[C:16]([CH:21]=[C:20]([C:22]([F:24])([F:25])[F:23])[CH:19]=1)[C:15]([N:14]([CH3:31])[C:9]1[CH:10]=[N:11][CH:12]=[CH:13][C:8]=1[C:3]1[CH:4]=[CH:5][CH:6]=[CH:7][C:2]=1[O:1][CH:39]1[CH2:42][O:41][CH2:40]1)=[O:30])(=[O:28])=[O:27], predict the reactants needed to synthesize it. The reactants are: [OH:1][C:2]1[CH:7]=[CH:6][CH:5]=[CH:4][C:3]=1[C:8]1[CH:13]=[CH:12][N:11]=[CH:10][C:9]=1[N:14]([CH3:31])[C:15](=[O:30])[C:16]1[CH:21]=[C:20]([C:22]([F:25])([F:24])[F:23])[CH:19]=[C:18]([S:26]([CH3:29])(=[O:28])=[O:27])[CH:17]=1.C([O-])([O-])=O.[K+].[K+].I[CH:39]1[CH2:42][O:41][CH2:40]1.C([O-])(O)=O.[Na+].